From a dataset of Forward reaction prediction with 1.9M reactions from USPTO patents (1976-2016). Predict the product of the given reaction. (1) Given the reactants [C:1]([N:8]([C:16]([O:18][C:19]([CH3:22])([CH3:21])[CH3:20])=[O:17])[C:9]1C=CNC(=O)[N:10]=1)([O:3][C:4]([CH3:7])([CH3:6])[CH3:5])=[O:2].[CH:23]1[CH:24]=[CH:25][C:26](C[C@H](N)[C:31]([NH:33][C@H:34]([C:42]([NH2:44])=[O:43])[CH2:35]C2C=CC=CC=2)=O)=[CH:27][CH:28]=1.C([C:53]([C:68](OC(C)(C)C)=O)([NH:57]C1NC(=O)C2NC=NC=2N=1)[C:54]([OH:56])=[O:55])(OC(C)(C)C)=O, predict the reaction product. The product is: [C:16]([N:8]([C:1]([O:3][C:4]([CH3:7])([CH3:6])[CH3:5])=[O:2])[C:9]1[NH:44][C:42](=[O:43])[C:34]2[NH:33][CH:31]=[N:57][C:35]=2[N:10]=1)([O:18][C:19]([CH3:22])([CH3:21])[CH3:20])=[O:17].[NH2:57][C@H:53]([C:54]([OH:56])=[O:55])[CH2:68][C:23]1[CH:24]=[CH:25][CH:26]=[CH:27][CH:28]=1. (2) The product is: [CH2:17]([NH:16][C:15]1[N:10]2[N:9]=[C:8]([C:5]3[CH:4]=[CH:3][C:2]([NH:1][CH:33]4[CH2:38][CH2:37][CH2:36][CH2:35][CH2:34]4)=[CH:7][CH:6]=3)[C:21]([C:22]3[CH:27]=[CH:26][N:25]=[C:24]([NH:28][CH2:29][CH2:30][CH2:31][CH3:32])[N:23]=3)=[C:11]2[CH:12]=[CH:13][CH:14]=1)[CH2:18][CH2:19][CH3:20]. Given the reactants [NH2:1][C:2]1[CH:7]=[CH:6][C:5]([C:8]2[C:21]([C:22]3[CH:27]=[CH:26][N:25]=[C:24]([NH:28][CH2:29][CH2:30][CH2:31][CH3:32])[N:23]=3)=[C:11]3[CH:12]=[CH:13][CH:14]=[C:15]([NH:16][CH2:17][CH2:18][CH2:19][CH3:20])[N:10]3[N:9]=2)=[CH:4][CH:3]=1.[C:33]1(=O)[CH2:38][CH2:37][CH2:36][CH2:35][CH2:34]1.C(O)(=O)C.C(O[BH-](OC(=O)C)OC(=O)C)(=O)C.[Na+].C(=O)(O)[O-].[Na+], predict the reaction product.